Dataset: Forward reaction prediction with 1.9M reactions from USPTO patents (1976-2016). Task: Predict the product of the given reaction. (1) Given the reactants Br[C:2]1[C:3](=[O:16])[N:4]([CH3:15])[C:5]2[CH:6]=[C:7](Br)[C:8](=[O:13])[N:9]([CH3:12])[C:10]=2[CH:11]=1.C([Sn](CCCC)(CCCC)[C:22]1[S:23][CH:24]=[C:25]([CH2:27][CH:28]([CH2:33][CH3:34])[CH2:29][CH2:30][CH2:31][CH3:32])[CH:26]=1)CCC, predict the reaction product. The product is: [CH2:33]([CH:28]([CH2:29][CH2:30][CH2:31][CH3:32])[CH2:27][C:25]1[CH:26]=[C:22]([C:2]2[C:3](=[O:16])[N:4]([CH3:15])[C:5]3[CH:6]=[C:7]([C:22]4[S:23][CH:24]=[C:25]([CH2:27][CH:28]([CH2:33][CH3:34])[CH2:29][CH2:30][CH2:31][CH3:32])[CH:26]=4)[C:8](=[O:13])[N:9]([CH3:12])[C:10]=3[CH:11]=2)[S:23][CH:24]=1)[CH3:34]. (2) The product is: [CH2:1]([NH:8][C:9]1[C:10]2[S:18][CH:17]=[C:16]([C:19]#[CH:20])[C:11]=2[N:12]=[C:13]([NH:21][CH2:22][C@@H:23]([OH:25])[CH3:24])[N:14]=1)[C:2]1[CH:7]=[CH:6][CH:5]=[CH:4][CH:3]=1. Given the reactants [CH2:1]([NH:8][C:9]1[C:10]2[S:18][CH:17]=[C:16]([C:19]#[CH:20])[C:11]=2[N:12]=[C:13](Cl)[N:14]=1)[C:2]1[CH:7]=[CH:6][CH:5]=[CH:4][CH:3]=1.[NH2:21][CH2:22][C@@H:23]([OH:25])[CH3:24].C(OCC)(=O)C, predict the reaction product. (3) The product is: [C:1]1([NH:7][C:8]([C:10]2[C:11]3[CH2:12][CH2:13][NH:14][CH2:15][C:16]=3[CH:17]=[CH:18][CH:19]=2)=[O:9])[CH:2]=[CH:3][CH:4]=[CH:5][CH:6]=1. Given the reactants [C:1]1([NH:7][C:8]([C:10]2[CH:19]=[CH:18][CH:17]=[C:16]3[C:11]=2[CH2:12][CH2:13][N:14](C(OC(C)(C)C)=O)[CH2:15]3)=[O:9])[CH:6]=[CH:5][CH:4]=[CH:3][CH:2]=1, predict the reaction product. (4) Given the reactants [NH2:1][C@H:2]1[CH2:7][C@@H:6]([C:8]([F:11])([F:10])[F:9])[CH2:5][N:4]([C:12]2[C:17]([NH:18][C:19]([C:21]3[CH:26]=[CH:25][C:24]([F:27])=[C:23]([C:28]4[C:33]([F:34])=[CH:32][C:31]([C:35]([OH:38])([CH3:37])[CH3:36])=[CH:30][C:29]=4[F:39])[N:22]=3)=[O:20])=[CH:16][N:15]=[C:14]3[C@H:40]([OH:43])[CH2:41][CH2:42][C:13]=23)[CH2:3]1.N[C@H]1C[C@@H](C(F)(F)F)CN(C2C(NC(C3C=CC(F)=C(C4C(F)=CC(C(O)(C)C)=CC=4F)N=3)=O)=CN=C3[C@@H](O)CCC=23)C1, predict the reaction product. The product is: [NH2:1][C@H:2]1[CH2:7][C@@H:6]([C:8]([F:9])([F:10])[F:11])[CH2:5][N:4]([C:12]2[C:17]([NH:18][C:19]([C:21]3[CH:26]=[CH:25][C:24]([F:27])=[C:23]([C:28]4[C:29]([F:39])=[CH:30][C:31]([C:35]([OH:38])([CH3:37])[CH3:36])=[CH:32][C:33]=4[F:34])[N:22]=3)=[O:20])=[CH:16][N:15]=[C:14]3[CH:40]([OH:43])[CH2:41][CH2:42][C:13]=23)[CH2:3]1.